From a dataset of Forward reaction prediction with 1.9M reactions from USPTO patents (1976-2016). Predict the product of the given reaction. (1) Given the reactants [CH:1]1([C:4]2[C:5]([N:13]3[CH2:18][CH2:17][N:16]([C:19]([C:21]4[CH:26]=[CH:25][C:24](I)=[CH:23][CH:22]=4)=[O:20])[CH2:15][CH2:14]3)=[N:6][CH:7]=[C:8]([CH:10]3[CH2:12][CH2:11]3)[CH:9]=2)[CH2:3][CH2:2]1.[CH3:28][O:29][C:30](=[O:32])[NH2:31], predict the reaction product. The product is: [CH3:28][O:29][C:30](=[O:32])[NH:31][C:24]1[CH:23]=[CH:22][C:21]([C:19]([N:16]2[CH2:15][CH2:14][N:13]([C:5]3[C:4]([CH:1]4[CH2:2][CH2:3]4)=[CH:9][C:8]([CH:10]4[CH2:12][CH2:11]4)=[CH:7][N:6]=3)[CH2:18][CH2:17]2)=[O:20])=[CH:26][CH:25]=1. (2) The product is: [Cl:16][C:17]1[CH:18]=[CH:19][C:20]2[O:24][N:23]=[C:22]([NH:25][C@@H:4]3[C:5]4[C:10](=[CH:9][CH:8]=[C:7]([C:12]#[N:13])[CH:6]=4)[O:11][C:2]([CH3:15])([CH3:1])[C@H:3]3[OH:14])[C:21]=2[CH:26]=1. Given the reactants [CH3:1][C:2]1([CH3:15])[O:11][C:10]2[C:5](=[CH:6][C:7]([C:12]#[N:13])=[CH:8][CH:9]=2)[C@@H:4]2[O:14][C@H:3]12.[Cl:16][C:17]1[CH:18]=[CH:19][C:20]2[O:24][N:23]=[C:22]([NH2:25])[C:21]=2[CH:26]=1, predict the reaction product. (3) Given the reactants [Cl:1][C:2]1[N:7]=[C:6]([O:8][C:9]2[CH:17]=[CH:16][CH:15]=[C:14]3[C:10]=2[CH:11]=[C:12]([C:18]([OH:20])=O)[NH:13]3)[CH:5]=[CH:4][CH:3]=1.Cl.Cl.Cl.[N:24]1([CH2:31][CH2:32][N:33]2[CH2:38][CH2:37][CH:36]([NH2:39])[CH2:35][CH2:34]2)[CH2:30][CH2:29][CH2:28][CH2:27][CH2:26][CH2:25]1, predict the reaction product. The product is: [N:24]1([CH2:31][CH2:32][N:33]2[CH2:34][CH2:35][CH:36]([NH:39][C:18]([C:12]3[NH:13][C:14]4[C:10]([CH:11]=3)=[C:9]([O:8][C:6]3[CH:5]=[CH:4][CH:3]=[C:2]([Cl:1])[N:7]=3)[CH:17]=[CH:16][CH:15]=4)=[O:20])[CH2:37][CH2:38]2)[CH2:30][CH2:29][CH2:28][CH2:27][CH2:26][CH2:25]1. (4) Given the reactants [C:1]([C:3]1[CH:4]=[C:5]([CH:7]=[CH:8][CH:9]=1)[NH2:6])#[CH:2].N1C=CC=CC=1.Cl[C:17](OC1C=CC=CC=1)=[O:18].[Cl:26][C:27]1[CH:33]=[C:32]([O:34][C:35]2[C:36]3[N:43]([CH3:44])[CH:42]=[CH:41][C:37]=3[N:38]=[CH:39][N:40]=2)[CH:31]=[CH:30][C:28]=1[NH2:29], predict the reaction product. The product is: [Cl:26][C:27]1[CH:33]=[C:32]([O:34][C:35]2[C:36]3[N:43]([CH3:44])[CH:42]=[CH:41][C:37]=3[N:38]=[CH:39][N:40]=2)[CH:31]=[CH:30][C:28]=1[NH:29][C:17]([NH:6][C:5]1[CH:7]=[CH:8][CH:9]=[C:3]([C:1]#[CH:2])[CH:4]=1)=[O:18]. (5) The product is: [O:31]1[CH2:36][CH2:35][O:34][CH2:33][CH:32]1[CH2:37][O:11][CH2:12][CH2:13][O:14][CH:15]1[CH2:16][CH2:17][NH:18][CH2:19][CH2:20]1. Given the reactants CC1C=CC(S([O:11][CH2:12][CH2:13][O:14][CH:15]2[CH2:20][CH2:19][N:18](C(OCC3C=CC=CC=3)=O)[CH2:17][CH2:16]2)(=O)=O)=CC=1.[O:31]1[CH2:36][CH2:35][O:34][CH2:33][CH:32]1[CH2:37]O, predict the reaction product.